This data is from Reaction yield outcomes from USPTO patents with 853,638 reactions. The task is: Predict the reaction yield, written as a fraction of the theoretical maximum amount of product (1.0 means a 100% yield; for example, 0.34 means a 34% yield). (1) The reactants are F[C:2]1[C:20]2[C:19](=[O:21])[C:18]([C:22]([OH:24])=[O:23])=[CH:17][N:7]3[C@@H:8]([C:11]4[CH:16]=[CH:15][CH:14]=[CH:13][CH:12]=4)[CH2:9][O:10][C:5]([C:6]=23)=[C:4]([NH:25][CH2:26][CH2:27][NH:28][C:29]2[CH:34]=[CH:33][CH:32]=[CH:31][N:30]=2)[C:3]=1[F:35].[CH3:36][O:37][C:38]1[CH:45]=[CH:44][C:41]([CH2:42][NH2:43])=[CH:40][CH:39]=1. The catalyst is CS(C)=O. The product is [F:35][C:3]1[C:4]([NH:25][CH2:26][CH2:27][NH:28][C:29]2[CH:34]=[CH:33][CH:32]=[CH:31][N:30]=2)=[C:5]2[O:10][CH2:9][C@H:8]([C:11]3[CH:12]=[CH:13][CH:14]=[CH:15][CH:16]=3)[N:7]3[CH:17]=[C:18]([C:22]([OH:24])=[O:23])[C:19](=[O:21])[C:20]([C:2]=1[NH:43][CH2:42][C:41]1[CH:44]=[CH:45][C:38]([O:37][CH3:36])=[CH:39][CH:40]=1)=[C:6]23. The yield is 0.570. (2) The reactants are Cl.C([NH:5][CH2:6][CH2:7][N:8]([CH2:21][CH2:22][C:23]12[CH2:32][CH:27]3[CH2:28][CH:29]([CH2:31][CH:25]([CH2:26]3)[CH2:24]1)[CH2:30]2)[C:9]([NH:11][CH2:12][CH2:13][CH2:14][C:15]1[CH:20]=[CH:19][N:18]=[CH:17][CH:16]=1)=[O:10])(=O)C.[OH-].[Na+].C(Cl)(Cl)Cl. The catalyst is CO.O. The product is [C:23]12([CH2:22][CH2:21][N:8]([CH2:7][CH2:6][NH2:5])[C:9]([NH:11][CH2:12][CH2:13][CH2:14][C:15]3[CH:20]=[CH:19][N:18]=[CH:17][CH:16]=3)=[O:10])[CH2:30][CH:29]3[CH2:28][CH:27]([CH2:26][CH:25]([CH2:31]3)[CH2:24]1)[CH2:32]2. The yield is 0.217.